From a dataset of Peptide-MHC class II binding affinity with 134,281 pairs from IEDB. Regression. Given a peptide amino acid sequence and an MHC pseudo amino acid sequence, predict their binding affinity value. This is MHC class II binding data. The peptide sequence is IDEVVAAFREARLRH. The MHC is DRB1_0802 with pseudo-sequence DRB1_0802. The binding affinity (normalized) is 0.699.